This data is from NCI-60 drug combinations with 297,098 pairs across 59 cell lines. The task is: Regression. Given two drug SMILES strings and cell line genomic features, predict the synergy score measuring deviation from expected non-interaction effect. (1) Drug 1: C1=NC2=C(N=C(N=C2N1C3C(C(C(O3)CO)O)O)F)N. Drug 2: CC(C)NC(=O)C1=CC=C(C=C1)CNNC.Cl. Synergy scores: CSS=-6.15, Synergy_ZIP=-3.56, Synergy_Bliss=-9.43, Synergy_Loewe=-9.99, Synergy_HSA=-10.5. Cell line: HCT-15. (2) Drug 1: C1=CC(=CC=C1C#N)C(C2=CC=C(C=C2)C#N)N3C=NC=N3. Drug 2: CC=C1C(=O)NC(C(=O)OC2CC(=O)NC(C(=O)NC(CSSCCC=C2)C(=O)N1)C(C)C)C(C)C. Cell line: OVCAR-4. Synergy scores: CSS=8.02, Synergy_ZIP=-1.66, Synergy_Bliss=-0.222, Synergy_Loewe=-63.2, Synergy_HSA=-8.75. (3) Drug 1: CC(CN1CC(=O)NC(=O)C1)N2CC(=O)NC(=O)C2. Drug 2: CCC1(CC2CC(C3=C(CCN(C2)C1)C4=CC=CC=C4N3)(C5=C(C=C6C(=C5)C78CCN9C7C(C=CC9)(C(C(C8N6C=O)(C(=O)OC)O)OC(=O)C)CC)OC)C(=O)OC)O.OS(=O)(=O)O. Cell line: K-562. Synergy scores: CSS=76.3, Synergy_ZIP=0.141, Synergy_Bliss=0.241, Synergy_Loewe=-22.6, Synergy_HSA=2.45. (4) Drug 1: C1=C(C(=O)NC(=O)N1)N(CCCl)CCCl. Drug 2: CC1=C(C=C(C=C1)C(=O)NC2=CC(=CC(=C2)C(F)(F)F)N3C=C(N=C3)C)NC4=NC=CC(=N4)C5=CN=CC=C5. Cell line: HCC-2998. Synergy scores: CSS=5.38, Synergy_ZIP=0.623, Synergy_Bliss=8.67, Synergy_Loewe=2.73, Synergy_HSA=3.19. (5) Drug 1: C1=NNC2=C1C(=O)NC=N2. Drug 2: C1CCC(C(C1)N)N.C(=O)(C(=O)[O-])[O-].[Pt+4]. Cell line: NCIH23. Synergy scores: CSS=4.71, Synergy_ZIP=-2.82, Synergy_Bliss=-2.40, Synergy_Loewe=-6.42, Synergy_HSA=-4.39.